Dataset: Reaction yield outcomes from USPTO patents with 853,638 reactions. Task: Predict the reaction yield, written as a fraction of the theoretical maximum amount of product (1.0 means a 100% yield; for example, 0.34 means a 34% yield). The reactants are [Cl:1][C:2]1[CH:7]=[CH:6][CH:5]=[C:4]([N+:8]([O-:10])=[O:9])[C:3]=1Cl.[CH2:12]([NH2:15])[CH2:13][CH3:14]. The catalyst is CN(C)C(=O)C.CCOC(C)=O. The product is [Cl:1][C:2]1[CH:7]=[CH:6][CH:5]=[C:4]([N+:8]([O-:10])=[O:9])[C:3]=1[NH:15][CH2:12][CH2:13][CH3:14]. The yield is 0.930.